This data is from Forward reaction prediction with 1.9M reactions from USPTO patents (1976-2016). The task is: Predict the product of the given reaction. (1) Given the reactants [C:1]([C:3]1[CH:4]=[C:5]([S:22][CH3:23])[C:6]2[O:10][C:9]([C:11]3[CH:20]=[CH:19][C:14]([C:15]([O:17]C)=[O:16])=[CH:13][CH:12]=3)=[N:8][C:7]=2[CH:21]=1)#[N:2].C(C1C=C(C(C)C)C2OC(C3C=CC(C(O)=O)=CC=3)=NC=2C=1)#N, predict the reaction product. The product is: [C:1]([C:3]1[CH:4]=[C:5]([S:22][CH3:23])[C:6]2[O:10][C:9]([C:11]3[CH:20]=[CH:19][C:14]([C:15]([OH:17])=[O:16])=[CH:13][CH:12]=3)=[N:8][C:7]=2[CH:21]=1)#[N:2]. (2) Given the reactants [Br:1][C:2]1[CH:3]=[C:4]2[C:9](=[CH:10][CH:11]=1)[NH:8][C:7](=S)[CH2:6][CH2:5]2.[CH:13]([NH:15][NH2:16])=O.C1(O)CCCCC1, predict the reaction product. The product is: [Br:1][C:2]1[CH:3]=[C:4]2[C:9](=[CH:10][CH:11]=1)[N:8]1[CH:13]=[N:15][N:16]=[C:7]1[CH2:6][CH2:5]2. (3) Given the reactants [F:1][C:2]1([F:18])[CH2:17][C:6]2[S:7][C:8]([NH2:16])=[C:9]([C:10]3[S:11][CH:12]=[C:13]([CH3:15])[N:14]=3)[C:5]=2[CH2:4][CH2:3]1.[C:19]12[C:27](=[O:28])[O:26][C:24](=[O:25])[C:20]=1[CH2:21][CH2:22][CH2:23]2, predict the reaction product. The product is: [F:18][C:2]1([F:1])[CH2:17][C:6]2[S:7][C:8]([NH:16][C:27]([C:19]3[CH2:23][CH2:22][CH2:21][C:20]=3[C:24]([OH:26])=[O:25])=[O:28])=[C:9]([C:10]3[S:11][CH:12]=[C:13]([CH3:15])[N:14]=3)[C:5]=2[CH2:4][CH2:3]1. (4) The product is: [Br:1][C:2]1[CH:3]=[CH:4][C:5]([N:11]2[CH2:16][CH2:15][O:14][CH2:13][CH2:12]2)=[C:6]([CH:9]=1)[CH:7]=[O:8]. Given the reactants [Br:1][C:2]1[CH:3]=[CH:4][C:5](F)=[C:6]([CH:9]=1)[CH:7]=[O:8].[NH:11]1[CH2:16][CH2:15][O:14][CH2:13][CH2:12]1.C(=O)([O-])[O-].[K+].[K+].O, predict the reaction product. (5) Given the reactants [CH:1]([C:3]1[CH:4]=[C:5]([CH:9]=[CH:10][C:11]=1[CH3:12])[C:6]([OH:8])=[O:7])=[O:2].[CH2:13]([Zn]CC)C, predict the reaction product. The product is: [CH:1]([C:3]1[CH:4]=[C:5]([CH:9]=[CH:10][C:11]=1[CH2:12][CH3:13])[C:6]([OH:8])=[O:7])=[O:2]. (6) The product is: [Cl:21][C:22]1[CH:27]=[CH:26][C:25]([OH:31])=[C:24]([C:2]2[N:7]3[CH:8]=[N:9][CH:10]=[C:6]3[C:5](=[O:11])[N:4]([CH2:12][C:13]3[CH:18]=[CH:17][C:16]([O:19][CH3:20])=[CH:15][CH:14]=3)[CH:3]=2)[CH:23]=1. Given the reactants Br[C:2]1[N:7]2[CH:8]=[N:9][CH:10]=[C:6]2[C:5](=[O:11])[N:4]([CH2:12][C:13]2[CH:18]=[CH:17][C:16]([O:19][CH3:20])=[CH:15][CH:14]=2)[CH:3]=1.[Cl:21][C:22]1[CH:23]=[CH:24][C:25]([OH:31])=[C:26](B(O)O)[CH:27]=1.C(=O)([O-])[O-].[Na+].[Na+], predict the reaction product.